Dataset: Full USPTO retrosynthesis dataset with 1.9M reactions from patents (1976-2016). Task: Predict the reactants needed to synthesize the given product. Given the product [Br:1][C:2]1[CH:8]=[C:7]([CH3:9])[C:5]([I:20])=[C:4]([CH3:10])[CH:3]=1, predict the reactants needed to synthesize it. The reactants are: [Br:1][C:2]1[CH:8]=[C:7]([CH3:9])[C:5](N)=[C:4]([CH3:10])[CH:3]=1.S(=O)(=O)(O)O.N([O-])=O.[Na+].[I-:20].[K+].